This data is from Catalyst prediction with 721,799 reactions and 888 catalyst types from USPTO. The task is: Predict which catalyst facilitates the given reaction. (1) Reactant: [O-]CC.[Na+].Cl.[C:6]([NH2:14])(=[NH:13])[C:7]1[CH:12]=[CH:11][CH:10]=[CH:9][CH:8]=1.C([O:17][C:18](=O)[CH:19]([CH3:25])[C:20](OCC)=[O:21])C.Cl. Product: [CH3:25][C:19]1[C:20]([OH:21])=[N:13][C:6]([C:7]2[CH:12]=[CH:11][CH:10]=[CH:9][CH:8]=2)=[N:14][C:18]=1[OH:17]. The catalyst class is: 8. (2) Reactant: [CH3:1][NH2:2].Br[CH2:4][C:5]1[N:6]([CH2:24][C:25]([O:27][C:28]([CH3:31])([CH3:30])[CH3:29])=[O:26])[C:7](=[O:23])[CH2:8][CH:9]([C:15]2[CH:20]=[C:19]([Cl:21])[CH:18]=[CH:17][C:16]=2[Cl:22])[C:10]=1[C:11](OC)=[O:12]. Product: [Cl:22][C:16]1[CH:17]=[CH:18][C:19]([Cl:21])=[CH:20][C:15]=1[CH:9]1[CH2:8][C:7](=[O:23])[N:6]([CH2:24][C:25]([O:27][C:28]([CH3:31])([CH3:30])[CH3:29])=[O:26])[C:5]2[CH2:4][N:2]([CH3:1])[C:11](=[O:12])[C:10]1=2. The catalyst class is: 7. (3) Reactant: [F:1][C:2]1[CH:10]=[C:9]2[C:5]([CH:6]=[CH:7][NH:8]2)=[CH:4][CH:3]=1.[Cl:11][C:12]([Cl:17])([Cl:16])[C:13](Cl)=[O:14].N1C=CC=CC=1.O. Product: [F:1][C:2]1[CH:10]=[C:9]2[C:5]([C:6]([C:13](=[O:14])[C:12]([Cl:17])([Cl:16])[Cl:11])=[CH:7][NH:8]2)=[CH:4][CH:3]=1. The catalyst class is: 12. (4) Reactant: [OH:1][C:2]1[CH:3]=[N:4][C:5]([C:8]2[CH:9]=[C:10]([CH:14]([C:16]3[C:21](=[O:22])[CH:20]=[CH:19][N:18]([C:23]4[CH:24]=[N:25][N:26]([CH3:28])[CH:27]=4)[N:17]=3)[CH3:15])[CH:11]=[CH:12][CH:13]=2)=[N:6][CH:7]=1.CS(O[CH:34]1[CH2:39][CH2:38][N:37]([C:40]([O:42][C:43]([CH3:46])([CH3:45])[CH3:44])=[O:41])[CH2:36][CH2:35]1)(=O)=O.[Na+].[I-]. Product: [CH3:28][N:26]1[CH:27]=[C:23]([N:18]2[CH:19]=[CH:20][C:21](=[O:22])[C:16]([CH:14]([C:10]3[CH:9]=[C:8]([C:5]4[N:6]=[CH:7][C:2]([O:1][CH:34]5[CH2:39][CH2:38][N:37]([C:40]([O:42][C:43]([CH3:46])([CH3:45])[CH3:44])=[O:41])[CH2:36][CH2:35]5)=[CH:3][N:4]=4)[CH:13]=[CH:12][CH:11]=3)[CH3:15])=[N:17]2)[CH:24]=[N:25]1. The catalyst class is: 31.